From a dataset of Forward reaction prediction with 1.9M reactions from USPTO patents (1976-2016). Predict the product of the given reaction. (1) Given the reactants [CH3:1][N:2]([CH3:21])[CH:3]1[CH2:8][CH2:7][C:6]([C:9]2[C:17]3[C:12](=[CH:13][CH:14]=[C:15]([N+:18]([O-])=O)[CH:16]=3)[NH:11][CH:10]=2)=[CH:5][CH2:4]1.I.[S:23]1[CH:27]=[CH:26][CH:25]=[C:24]1[C:28](SC)=[NH:29], predict the reaction product. The product is: [CH3:1][N:2]([CH3:21])[CH:3]1[CH2:8][CH2:7][CH:6]([C:9]2[C:17]3[C:12](=[CH:13][CH:14]=[C:15]([NH:18][C:28]([C:24]4[S:23][CH:27]=[CH:26][CH:25]=4)=[NH:29])[CH:16]=3)[NH:11][CH:10]=2)[CH2:5][CH2:4]1. (2) Given the reactants [C:1]([O:5][C:6]([N:8]1[CH2:13][CH2:12][C:11](=O)[CH:10]([F:15])[CH2:9]1)=[O:7])([CH3:4])([CH3:3])[CH3:2].C(O[BH-](OC(=O)C)OC(=O)C)(=O)C.[Na+].C(=O)([O-])O.[Na+].[CH2:35]([NH2:42])[C:36]1[CH:41]=[CH:40][CH:39]=[CH:38][CH:37]=1, predict the reaction product. The product is: [C:1]([O:5][C:6]([N:8]1[CH2:13][CH2:12][CH:11]([NH:42][CH2:35][C:36]2[CH:41]=[CH:40][CH:39]=[CH:38][CH:37]=2)[CH:10]([F:15])[CH2:9]1)=[O:7])([CH3:4])([CH3:3])[CH3:2].